From a dataset of Reaction yield outcomes from USPTO patents with 853,638 reactions. Predict the reaction yield, written as a fraction of the theoretical maximum amount of product (1.0 means a 100% yield; for example, 0.34 means a 34% yield). (1) The reactants are [Li+].[OH-].[F:3][C:4]1[CH:5]=[C:6]([C:10]2[CH:15]=[CH:14][C:13]([C:16]([O:18]C)=[O:17])=[C:12]([N+:20]([O-:22])=[O:21])[CH:11]=2)[CH:7]=[CH:8][CH:9]=1. The catalyst is O.C1COCC1.CO. The product is [F:3][C:4]1[CH:5]=[C:6]([C:10]2[CH:15]=[CH:14][C:13]([C:16]([OH:18])=[O:17])=[C:12]([N+:20]([O-:22])=[O:21])[CH:11]=2)[CH:7]=[CH:8][CH:9]=1. The yield is 0.800. (2) The reactants are [Br:1][C:2]1[CH:7]=[CH:6][C:5]([NH:8][C:9]2[C:10]([C:20]([OH:22])=O)=[CH:11][C:12]3[N:16]([CH3:17])[CH:15]=[N:14][C:13]=3[C:18]=2[Cl:19])=[C:4]([Cl:23])[CH:3]=1.[CH:24]([O:26][CH2:27][CH2:28][O:29][NH2:30])=[CH2:25].C1C=CC2N(O)N=NC=2C=1.C(N(CC)CC)C.CCN=C=NCCCN(C)C. The catalyst is CCOC(C)=O.CN(C)C=O. The product is [CH:24]([O:26][CH2:27][CH2:28][O:29][NH:30][C:20]([C:10]1[C:9]([NH:8][C:5]2[CH:6]=[CH:7][C:2]([Br:1])=[CH:3][C:4]=2[Cl:23])=[C:18]([Cl:19])[C:13]2[N:14]=[CH:15][N:16]([CH3:17])[C:12]=2[CH:11]=1)=[O:22])=[CH2:25]. The yield is 0.850. (3) The reactants are Cl[CH:2]([C:18]1[CH:23]=[CH:22][CH:21]=[CH:20][CH:19]=1)[C:3]([C:5]1[C:13]2[C:8](=[CH:9][CH:10]=[CH:11][CH:12]=2)[N:7]([CH2:14][CH2:15][CH2:16][OH:17])[CH:6]=1)=[O:4].[CH3:24][O:25][C:26]1[CH:27]=[C:28]([CH:30]=[C:31]([O:33][CH3:34])[CH:32]=1)[NH2:29]. The product is [CH3:34][O:33][C:31]1[CH:30]=[C:28]([NH:29][CH:2]([C:18]2[CH:23]=[CH:22][CH:21]=[CH:20][CH:19]=2)[C:3]([C:5]2[C:13]3[C:8](=[CH:9][CH:10]=[CH:11][CH:12]=3)[N:7]([CH2:14][CH2:15][CH2:16][OH:17])[CH:6]=2)=[O:4])[CH:27]=[C:26]([O:25][CH3:24])[CH:32]=1. The catalyst is C(#N)C. The yield is 0.130. (4) The reactants are [C:1]([C:3]1[CH:4]=[CH:5][C:6]2[O:11][CH:10]([C:12]([NH:14][C:15]3[CH:20]=[C:19]([O:21]C(OC)=O)[C:18]([CH:26]4[CH2:30][CH2:29][CH2:28][CH2:27]4)=[CH:17][C:16]=3[CH:31]3[CH2:36][CH2:35][N:34]([C:37](OC(C)(C)C)=O)[CH2:33][CH2:32]3)=[O:13])[CH2:9][NH:8][C:7]=2[CH:44]=1)#[N:2].C(O)(C(F)(F)F)=O.C=O.C(O)(=O)C.C(O[BH-](OC(=O)C)OC(=O)C)(=O)C.[Na+].C([O-])(O)=O.[Na+].[OH-].[K+].Cl. The catalyst is ClCCl. The product is [C:1]([C:3]1[CH:4]=[CH:5][C:6]2[O:11][CH:10]([C:12]([NH:14][C:15]3[CH:20]=[C:19]([OH:21])[C:18]([CH:26]4[CH2:27][CH2:28][CH2:29][CH2:30]4)=[CH:17][C:16]=3[CH:31]3[CH2:36][CH2:35][N:34]([CH3:37])[CH2:33][CH2:32]3)=[O:13])[CH2:9][NH:8][C:7]=2[CH:44]=1)#[N:2]. The yield is 0.0700.